This data is from Full USPTO retrosynthesis dataset with 1.9M reactions from patents (1976-2016). The task is: Predict the reactants needed to synthesize the given product. (1) Given the product [O:55]=[C:48]1[N:49]2[CH2:54][CH2:53][N:52]([C:28]([NH:1][C:2]3[C:10]4[N:9]=[CH:8][N:7]([C:11]([O:13][C:14]([CH3:17])([CH3:16])[CH3:15])=[O:12])[C:6]=4[CH:5]=[CH:4][CH:3]=3)=[O:29])[CH2:51][CH:50]2[C:46]([C:40]2[CH:45]=[CH:44][CH:43]=[CH:42][CH:41]=2)([C:56]2[CH:57]=[CH:58][CH:59]=[CH:60][CH:61]=2)[O:47]1, predict the reactants needed to synthesize it. The reactants are: [NH2:1][C:2]1[C:10]2[N:9]=[CH:8][N:7]([C:11]([O:13][C:14]([CH3:17])([CH3:16])[CH3:15])=[O:12])[C:6]=2[CH:5]=[CH:4][CH:3]=1.C(N(C(C)C)CC)(C)C.Cl[C:28](OC1C=CC([N+]([O-])=O)=CC=1)=[O:29].[C:40]1([C:46]2([C:56]3[CH:61]=[CH:60][CH:59]=[CH:58][CH:57]=3)[CH:50]3[CH2:51][NH:52][CH2:53][CH2:54][N:49]3[C:48](=[O:55])[O:47]2)[CH:45]=[CH:44][CH:43]=[CH:42][CH:41]=1. (2) Given the product [OH:35][CH2:34][CH2:33][N:32]([CH3:31])[C:26]([C:25]1[CH:24]=[CH:23][C:22]([CH2:21][O:20][C:17]2[CH:16]=[N:15][C:14]([N:11]3[CH2:10][CH2:9][N:8]([C:6]([O:5][C:1]([CH3:2])([CH3:4])[CH3:3])=[O:7])[CH2:13][CH2:12]3)=[N:19][CH:18]=2)=[CH:30][CH:29]=1)=[O:28], predict the reactants needed to synthesize it. The reactants are: [C:1]([O:5][C:6]([N:8]1[CH2:13][CH2:12][N:11]([C:14]2[N:19]=[CH:18][C:17]([O:20][CH2:21][C:22]3[CH:30]=[CH:29][C:25]([C:26]([OH:28])=O)=[CH:24][CH:23]=3)=[CH:16][N:15]=2)[CH2:10][CH2:9]1)=[O:7])([CH3:4])([CH3:3])[CH3:2].[CH3:31][NH:32][CH2:33][CH2:34][OH:35].O.[Cl-].COC1N=C(OC)N=C([N+]2(C)CCOCC2)N=1. (3) Given the product [CH:14]1([C@H:19]2[N:13]([CH2:12][C:9]3[CH:10]=[CH:11][C:6]([S:3]([CH3:2])(=[O:4])=[O:5])=[CH:7][CH:8]=3)[C:31](=[O:33])[C@@H:30]([CH:22]3[CH2:21][C:29]4[C:24](=[CH:25][CH:26]=[CH:27][CH:28]=4)[CH2:23]3)[NH:34][C:35]2=[O:37])[CH2:18][CH2:17][CH2:16][CH2:15]1, predict the reactants needed to synthesize it. The reactants are: Cl.[CH3:2][S:3]([C:6]1[CH:11]=[CH:10][C:9]([CH2:12][NH2:13])=[CH:8][CH:7]=1)(=[O:5])=[O:4].[CH:14]1([CH:19]=O)[CH2:18][CH2:17][CH2:16][CH2:15]1.[CH2:21]1[C:29]2[C:24](=[CH:25][CH:26]=[CH:27][CH:28]=2)[CH2:23][CH:22]1[C@@H:30]([NH:34][C:35]([O:37]C(C)(C)C)=O)[C:31]([OH:33])=O.C(N(C(C)C)CC)(C)C.ClC1C=CC([N+]#[C-])=CC=1.C(Cl)(=O)C.C(=O)(O)[O-].[Na+]. (4) The reactants are: F[C:2]1[CH:23]=[CH:22][C:5]2[O:6][C:7]3[CH:21]=[CH:20][CH:19]=[CH:18][C:8]=3[C@@H:9]3[C@H:14](C(O)=O)[CH2:13][CH2:12][CH2:11][N:10]3[C:4]=2[CH:3]=1.ClC(OCC)=O.[N-:30]=[N+]=[N-].[Na+].[OH-].[Na+]. Given the product [C:14]1([NH2:30])[CH:13]=[CH:12][CH2:11][N:10]2[C:9]=1[C:8]1[CH:18]=[CH:19][CH:20]=[CH:21][C:7]=1[O:6][C:5]1[CH:22]=[CH:23][CH:2]=[CH:3][C:4]2=1, predict the reactants needed to synthesize it.